This data is from Reaction yield outcomes from USPTO patents with 853,638 reactions. The task is: Predict the reaction yield, written as a fraction of the theoretical maximum amount of product (1.0 means a 100% yield; for example, 0.34 means a 34% yield). (1) The reactants are [Br:1][C:2]1[CH:3]=[C:4]2[C:8](=[CH:9][CH:10]=1)[NH:7][C:6](=[O:11])[C:5]2=O.[NH:13]([C:15](=[O:28])[CH2:16][O:17][C:18]1[CH:27]=[CH:26][C:21]([C:22]([O:24][CH3:25])=[O:23])=[CH:20][CH:19]=1)[NH2:14]. The catalyst is C(O)(=O)C. The product is [Br:1][C:2]1[CH:3]=[C:4]2[C:8](=[CH:9][CH:10]=1)[NH:7][C:6](=[O:11])[C:5]2=[N:14][NH:13][C:15](=[O:28])[CH2:16][O:17][C:18]1[CH:27]=[CH:26][C:21]([C:22]([O:24][CH3:25])=[O:23])=[CH:20][CH:19]=1. The yield is 0.800. (2) The reactants are O[C:2]1[CH:3]=[C:4]([CH:7]=[CH:8][C:9]=1[O:10][CH3:11])[CH:5]=[O:6].[OH:12][C@H:13]1[CH2:17][CH2:16][O:15][CH2:14]1.C1(P(C2C=CC=CC=2)C2C=CC=CC=2)C=CC=CC=1.N(C(OC(C)C)=O)=NC(OC(C)C)=O. The catalyst is C1COCC1.CCCCCC.C(OCC)(=O)C. The product is [CH3:11][O:10][C:9]1[CH:8]=[CH:7][C:4]([CH:5]=[O:6])=[C:3]([O:12][C@@H:13]2[CH2:17][CH2:16][O:15][CH2:14]2)[CH:2]=1. The yield is 0.660.